Dataset: Forward reaction prediction with 1.9M reactions from USPTO patents (1976-2016). Task: Predict the product of the given reaction. Given the reactants [C:1]([CH2:9][CH2:10][C:11]([O:13][CH3:14])=[O:12])(=O)[C:2]1[CH:7]=[CH:6][CH:5]=[CH:4][CH:3]=1.Cl.[NH2:16][OH:17].C([O-])(=O)C.[Na+], predict the reaction product. The product is: [OH:17]/[N:16]=[C:1](/[C:2]1[CH:7]=[CH:6][CH:5]=[CH:4][CH:3]=1)\[CH2:9][CH2:10][C:11]([O:13][CH3:14])=[O:12].